From a dataset of Full USPTO retrosynthesis dataset with 1.9M reactions from patents (1976-2016). Predict the reactants needed to synthesize the given product. (1) Given the product [N:2]1([NH:1][C:28]([C:17]2[N:18]([CH3:27])[C:19]([C:20]3[CH:25]=[CH:24][C:23]([CH3:26])=[CH:22][CH:21]=3)=[C:15]([C:12]3[CH:11]=[CH:10][C:9]([CH3:8])=[CH:14][CH:13]=3)[N:16]=2)=[O:29])[CH2:7][CH2:6][O:5][CH2:4][CH2:3]1, predict the reactants needed to synthesize it. The reactants are: [NH2:1][N:2]1[CH2:7][CH2:6][O:5][CH2:4][CH2:3]1.[CH3:8][C:9]1[CH:14]=[CH:13][C:12]([C:15]2[N:16]=[C:17]([C:28](O)=[O:29])[N:18]([CH3:27])[C:19]=2[C:20]2[CH:25]=[CH:24][C:23]([CH3:26])=[CH:22][CH:21]=2)=[CH:11][CH:10]=1. (2) Given the product [CH3:13][C:12]1[N:8]([CH3:7])[C:9](=[O:14])[N:10]([CH2:16][C:17]([O:19][CH3:20])=[O:18])[N:11]=1, predict the reactants needed to synthesize it. The reactants are: C(=O)([O-])[O-].[K+].[K+].[CH3:7][N:8]1[C:12]([CH3:13])=[N:11][NH:10][C:9]1=[O:14].Br[CH2:16][C:17]([O:19][CH3:20])=[O:18]. (3) Given the product [F:1][C:2]([F:8])([F:7])[CH2:3][CH2:4][CH2:5][NH:6][C:10](=[O:11])[O:12][C:13]1[CH:14]=[CH:15][C:16]([N+:19]([O-:21])=[O:20])=[CH:17][CH:18]=1, predict the reactants needed to synthesize it. The reactants are: [F:1][C:2]([F:8])([F:7])[CH2:3][CH2:4][CH2:5][NH2:6].Cl[C:10]([O:12][C:13]1[CH:18]=[CH:17][C:16]([N+:19]([O-:21])=[O:20])=[CH:15][CH:14]=1)=[O:11].C(N(C(C)C)CC)(C)C.C(=O)([O-])O.[Na+]. (4) Given the product [F:8][C:6]1[CH:5]=[C:4]([CH:3]=[C:2]([F:1])[CH:7]=1)[CH2:9][C@H:10]([NH:14][C:15](=[O:21])[C:41]1[CH:45]=[C:46]([CH3:48])[CH:47]=[C:39]([C:37]([N:36]([CH2:33][CH2:34][CH3:35])[CH2:50][CH2:51][CH3:52])=[O:38])[CH:40]=1)[C@H:11]([OH:12])[CH2:13][NH:32][C@H:22]1[C:31]2[C:26](=[CH:27][CH:28]=[CH:29][CH:30]=2)[CH2:25][CH2:24]1, predict the reactants needed to synthesize it. The reactants are: [F:1][C:2]1[CH:3]=[C:4]([CH2:9][C@H:10]([NH:14][C:15](=[O:21])OC(C)(C)C)[C@H:11]2[CH2:13][O:12]2)[CH:5]=[C:6]([F:8])[CH:7]=1.[C@@H:22]1([NH2:32])[C:31]2[C:26](=[CH:27][CH:28]=[CH:29][CH:30]=2)[CH2:25][CH2:24]C1.[CH2:33]([N:36]([CH2:50][CH2:51][CH3:52])[C:37]([C:39]1[CH:40]=[C:41]([CH:45]=[C:46]([CH2:48]C)[CH:47]=1)C(O)=O)=[O:38])[CH2:34][CH3:35]. (5) Given the product [CH3:24][O:23][C:21](=[O:22])[CH:20]([CH:18]1[CH2:17][N:16]([CH:2]([C:3]2[CH:8]=[CH:7][C:6]([Cl:9])=[CH:5][CH:4]=2)[C:10]2[CH:15]=[CH:14][CH:13]=[CH:12][CH:11]=2)[CH2:19]1)[C:25]1[CH:26]=[C:27]([F:32])[CH:28]=[C:29]([F:31])[CH:30]=1, predict the reactants needed to synthesize it. The reactants are: Br[CH:2]([C:10]1[CH:15]=[CH:14][CH:13]=[CH:12][CH:11]=1)[C:3]1[CH:8]=[CH:7][C:6]([Cl:9])=[CH:5][CH:4]=1.[NH:16]1[CH2:19][CH:18]([CH:20]([C:25]2[CH:30]=[C:29]([F:31])[CH:28]=[C:27]([F:32])[CH:26]=2)[C:21]([O:23][CH3:24])=[O:22])[CH2:17]1.C([O-])([O-])=O.[Cs+].[Cs+]. (6) Given the product [C:10]([O:46][C:43]([NH:20][C:2]1[CH:3]=[N:4][CH:5]=[CH:6][CH:7]=1)=[O:45])([CH3:16])([CH3:15])[CH3:11], predict the reactants needed to synthesize it. The reactants are: C(O)(=O)[C:2]1[CH:7]=[CH:6][CH:5]=[N:4][CH:3]=1.[C:10]1([CH3:16])[CH:15]=CC=C[CH:11]=1.C([N:20](C(C)C)CC)(C)C.C1(P(N=[N+]=[N-])(C2C=CC=CC=2)=O)C=CC=CC=1.[C:43]([O:46]CC)(=[O:45])C.